From a dataset of Catalyst prediction with 721,799 reactions and 888 catalyst types from USPTO. Predict which catalyst facilitates the given reaction. (1) Reactant: [F:1][C:2]1[CH:12]=[C:11]([F:13])[CH:10]=[CH:9][C:3]=1[CH:4]=[CH:5][C:6]([OH:8])=[O:7].[H][H]. Product: [F:1][C:2]1[CH:12]=[C:11]([F:13])[CH:10]=[CH:9][C:3]=1[CH2:4][CH2:5][C:6]([OH:8])=[O:7]. The catalyst class is: 312. (2) Reactant: [CH3:1][O:2][C:3](=[O:32])[CH:4]([C:9]1[CH:14]=[C:13]([C:15]2[CH:20]=[CH:19][C:18]([C:21]([F:24])([F:23])[F:22])=[CH:17][CH:16]=2)[N:12]=[C:11]([C:25]2[CH:30]=[CH:29][C:28]([F:31])=[CH:27][CH:26]=2)[CH:10]=1)[CH2:5][C:6]([CH3:8])=[CH2:7]. Product: [CH3:1][O:2][C:3](=[O:32])[CH:4]([C:9]1[CH:14]=[C:13]([C:15]2[CH:16]=[CH:17][C:18]([C:21]([F:23])([F:22])[F:24])=[CH:19][CH:20]=2)[N:12]=[C:11]([C:25]2[CH:30]=[CH:29][C:28]([F:31])=[CH:27][CH:26]=2)[CH:10]=1)[CH2:5][CH:6]([CH3:8])[CH3:7]. The catalyst class is: 19. (3) Reactant: F[P-](F)(F)(F)(F)F.N1(O[P+](N(C)C)(N(C)C)N(C)C)C2C=CC=CC=2N=N1.[CH3:28][O:29][C:30]1[CH:31]=[C:32]2[C:36](=[CH:37][CH:38]=1)[NH:35][C:34]([C:39]([OH:41])=O)=[CH:33]2.[NH2:42][C:43]1[CH:48]=[C:47]([S:49]([CH2:52][CH3:53])(=[O:51])=[O:50])[CH:46]=[CH:45][C:44]=1[OH:54].Cl. Product: [CH2:52]([S:49]([C:47]1[CH:46]=[CH:45][C:44]([OH:54])=[C:43]([NH:42][C:39]([C:34]2[NH:35][C:36]3[C:32]([CH:33]=2)=[CH:31][C:30]([O:29][CH3:28])=[CH:38][CH:37]=3)=[O:41])[CH:48]=1)(=[O:51])=[O:50])[CH3:53]. The catalyst class is: 3. (4) Reactant: [H-].[Al+3].[Li+].[H-].[H-].[H-].[Cl:7][C:8]1[CH:9]=[C:10]([CH:14]=[C:15]([O:17][CH3:18])[CH:16]=1)[C:11](O)=[O:12]. Product: [Cl:7][C:8]1[CH:9]=[C:10]([CH2:11][OH:12])[CH:14]=[C:15]([O:17][CH3:18])[CH:16]=1. The catalyst class is: 295. (5) Reactant: FC1C=C(F)C=CC=1CCNC(C1C(=O)C(O)=C2C(=O)N3C[C@@H]4C(C)CCCN4[C@@H]3CN2C=1)=O.[F:35][C:36]1[CH:41]=[C:40]([F:42])[CH:39]=[CH:38][C:37]=1[CH2:43][NH:44][C:45]([C:47]1[C:48](=[O:73])[C:49]([O:65]CC2C=CC=CC=2)=[C:50]2[C:55](=[O:56])[N:54]3[CH2:57][C@@H:58]4[CH2:63][CH2:62][CH2:61][CH2:60][N:59]4[C@@H:53]3[CH2:52][N:51]2[CH:64]=1)=[O:46]. Product: [F:35][C:36]1[CH:41]=[C:40]([F:42])[CH:39]=[CH:38][C:37]=1[CH2:43][NH:44][C:45]([C:47]1[C:48](=[O:73])[C:49]([OH:65])=[C:50]2[C:55](=[O:56])[N:54]3[CH2:57][C@@H:58]4[CH2:63][CH2:62][CH2:61][CH2:60][N:59]4[C@@H:53]3[CH2:52][N:51]2[CH:64]=1)=[O:46]. The catalyst class is: 45. (6) Reactant: [CH:1]([C:3]1[CH:4]=[CH:5][C:6]([NH:14][C:15](=[O:21])[O:16][C:17]([CH3:20])([CH3:19])[CH3:18])=[C:7]2[C:11]=1[CH2:10][N:9]([CH3:12])[C:8]2=[O:13])=O.C(O[BH-](OC(=O)C)OC(=O)C)(=O)C.[Na+].[NH:36]1[CH2:40][CH2:39][CH2:38][CH2:37]1. Product: [CH3:12][N:9]1[C:8](=[O:13])[C:7]2[C:11](=[C:3]([CH2:1][N:36]3[CH2:40][CH2:39][CH2:38][CH2:37]3)[CH:4]=[CH:5][C:6]=2[NH:14][C:15](=[O:21])[O:16][C:17]([CH3:20])([CH3:19])[CH3:18])[CH2:10]1. The catalyst class is: 1. (7) Reactant: [CH3:1][NH:2][C:3]([C:5]1[C:6]([C:14]2[CH:19]=[CH:18][CH:17]=[CH:16][CH:15]=2)=[N:7][O:8][C:9]=1[C:10]([O:12]C)=[O:11])=[O:4].[Li+].[OH-]. Product: [CH3:1][NH:2][C:3]([C:5]1[C:6]([C:14]2[CH:19]=[CH:18][CH:17]=[CH:16][CH:15]=2)=[N:7][O:8][C:9]=1[C:10]([OH:12])=[O:11])=[O:4]. The catalyst class is: 24. (8) Reactant: [C:1]1(=[O:8])[CH:6]=[CH:5][C:4](=[O:7])[CH:3]=[CH:2]1.[F:9][C:10]1[CH:15]=[CH:14][C:13]([S:16]([OH:18])=[O:17])=[CH:12][CH:11]=1. Product: [F:9][C:10]1[CH:15]=[CH:14][C:13]([S:16]([C:6]2[CH:5]=[C:4]([OH:7])[CH:3]=[CH:2][C:1]=2[OH:8])(=[O:18])=[O:17])=[CH:12][CH:11]=1. The catalyst class is: 40.